This data is from Catalyst prediction with 721,799 reactions and 888 catalyst types from USPTO. The task is: Predict which catalyst facilitates the given reaction. (1) Reactant: [C:1]([C:5]1[CH:10]=[CH:9][C:8]([O:11][CH2:12][C:13]([O:15][CH2:16][CH3:17])=O)=[CH:7][CH:6]=1)(=[O:4])[CH2:2][CH3:3].[OH:18]C1C=CC(C(=O)CC)=CC=1.ClCCOCCO.C([O-])([O-])=O.[K+].[K+]. Product: [OH:18][CH2:17][CH2:16][O:15][CH2:13][CH2:12][O:11][C:8]1[CH:9]=[CH:10][C:5]([C:1](=[O:4])[CH2:2][CH3:3])=[CH:6][CH:7]=1. The catalyst class is: 21. (2) Reactant: [F:1][C:2]1[CH:7]=[CH:6][C:5]([C@H:8]([CH2:12][CH:13]=[CH2:14])[CH2:9][NH:10][CH3:11])=[CH:4][CH:3]=1.CCN(C(C)C)C(C)C.[Cl:24][C:25]1[CH:26]=[C:27]([CH:31]=[C:32]([Cl:34])[CH:33]=1)[C:28](Cl)=[O:29]. Product: [Cl:24][C:25]1[CH:26]=[C:27]([CH:31]=[C:32]([Cl:34])[CH:33]=1)[C:28]([N:10]([CH2:9][C@H:8]([C:5]1[CH:4]=[CH:3][C:2]([F:1])=[CH:7][CH:6]=1)[CH2:12][CH:13]=[CH2:14])[CH3:11])=[O:29]. The catalyst class is: 2.